Dataset: Peptide-MHC class I binding affinity with 185,985 pairs from IEDB/IMGT. Task: Regression. Given a peptide amino acid sequence and an MHC pseudo amino acid sequence, predict their binding affinity value. This is MHC class I binding data. (1) The peptide sequence is YVDIIGLSV. The MHC is HLA-A02:06 with pseudo-sequence HLA-A02:06. The binding affinity (normalized) is 1.00. (2) The peptide sequence is KIAARILSEK. The MHC is HLA-A31:01 with pseudo-sequence HLA-A31:01. The binding affinity (normalized) is 0.534. (3) The peptide sequence is GLGQHIYET. The MHC is HLA-A02:03 with pseudo-sequence HLA-A02:03. The binding affinity (normalized) is 0.657. (4) The peptide sequence is FPSQQPYL. The MHC is HLA-B51:01 with pseudo-sequence HLA-B51:01. The binding affinity (normalized) is 0.883. (5) The peptide sequence is VLIAGIILLI. The MHC is HLA-A02:02 with pseudo-sequence HLA-A02:02. The binding affinity (normalized) is 0.799. (6) The binding affinity (normalized) is 0.732. The MHC is HLA-A02:06 with pseudo-sequence HLA-A02:06. The peptide sequence is GLLPLFLLLG. (7) The peptide sequence is DINIYDLFV. The MHC is H-2-Kb with pseudo-sequence H-2-Kb. The binding affinity (normalized) is 0.0735.